Dataset: Peptide-MHC class I binding affinity with 185,985 pairs from IEDB/IMGT. Task: Regression. Given a peptide amino acid sequence and an MHC pseudo amino acid sequence, predict their binding affinity value. This is MHC class I binding data. (1) The peptide sequence is RRELSKEKL. The MHC is HLA-A80:01 with pseudo-sequence HLA-A80:01. The binding affinity (normalized) is 0.0847. (2) The peptide sequence is SLAAAKKQL. The MHC is HLA-A02:01 with pseudo-sequence HLA-A02:01. The binding affinity (normalized) is 0.0696. (3) The peptide sequence is RVVDLYIGR. The MHC is HLA-B48:01 with pseudo-sequence HLA-B48:01. The binding affinity (normalized) is 0.0847. (4) The peptide sequence is SSKMFNYFK. The MHC is HLA-A25:01 with pseudo-sequence HLA-A25:01. The binding affinity (normalized) is 0.0847. (5) The peptide sequence is TVLEFILQK. The MHC is HLA-B58:01 with pseudo-sequence HLA-B58:01. The binding affinity (normalized) is 0.0847.